From a dataset of Forward reaction prediction with 1.9M reactions from USPTO patents (1976-2016). Predict the product of the given reaction. (1) Given the reactants [CH:1]1([N:6]2[C:10]3[CH:11]=[CH:12][C:13]([C:15](=[O:26])[C:16]([C:19]4[CH:20]=[C:21]([CH3:25])[CH:22]=[CH:23][CH:24]=4)=[N:17]O)=[CH:14][C:9]=3[N:8]([CH3:27])[C:7]2=[O:28])[CH2:5][CH2:4][CH2:3][CH2:2]1.[ClH:29].[H][H], predict the reaction product. The product is: [ClH:29].[NH2:17][CH:16]([C:19]1[CH:20]=[C:21]([CH3:25])[CH:22]=[CH:23][CH:24]=1)[CH:15]([C:13]1[CH:12]=[CH:11][C:10]2[N:6]([CH:1]3[CH2:2][CH2:3][CH2:4][CH2:5]3)[C:7](=[O:28])[N:8]([CH3:27])[C:9]=2[CH:14]=1)[OH:26]. (2) Given the reactants Cl.[CH3:2][NH:3][CH2:4][CH2:5][CH2:6][C:7]([OH:9])=[O:8].C(=O)([O-])[O-].[K+].[K+].[C:16](O[C:16]([O:18][C:19]([CH3:22])([CH3:21])[CH3:20])=[O:17])([O:18][C:19]([CH3:22])([CH3:21])[CH3:20])=[O:17], predict the reaction product. The product is: [C:19]([O:18][C:16]([CH2:2][NH:3][CH2:4][CH2:5][CH2:6][C:7]([OH:9])=[O:8])=[O:17])([CH3:22])([CH3:21])[CH3:20]. (3) Given the reactants C([O:4][C:5]1[CH:14]=[CH:13][C:8]([C:9]([O:11][CH3:12])=[O:10])=[CH:7][CH:6]=1)C=C.Cl.CN(C)[C:18]1[CH:23]=CC=C[CH:19]=1, predict the reaction product. The product is: [OH:4][C:5]1[CH:6]=[CH:7][C:8]([C:9]([O:11][CH3:12])=[O:10])=[CH:13][C:14]=1[CH2:23][CH:18]=[CH2:19]. (4) Given the reactants [F:1][C:2]1[CH:3]=[C:4]([C@@H:9]2[CH2:11][C@H:10]2[NH:12][C:13]2[C:14]3[N:25]=[N:24][N:23]([C@H:26]4[C@@H:30]5[O:31]C(C)(C)[O:33][C@@H:29]5[C@@H:28]([O:36][CH2:37][CH2:38][OH:39])[CH2:27]4)[C:15]=3[N:16]=[C:17]([S:19][CH2:20][CH2:21][CH3:22])[N:18]=2)[CH:5]=[CH:6][C:7]=1[F:8].C(=O)([O-])[O-].[K+].[K+].C(OCC)(=O)C, predict the reaction product. The product is: [F:1][C:2]1[CH:3]=[C:4]([C@@H:9]2[CH2:11][C@H:10]2[NH:12][C:13]2[C:14]3[N:25]=[N:24][N:23]([C@@H:26]4[CH2:27][C@H:28]([O:36][CH2:37][CH2:38][OH:39])[C@@H:29]([OH:33])[C@H:30]4[OH:31])[C:15]=3[N:16]=[C:17]([S:19][CH2:20][CH2:21][CH3:22])[N:18]=2)[CH:5]=[CH:6][C:7]=1[F:8]. (5) Given the reactants [CH2:1]([NH:4][CH:5]1[CH2:13][CH2:12][C:8]2[N:9]=[CH:10][S:11][C:7]=2[CH2:6]1)[CH2:2][CH3:3].[C:14]12([NH:24][C:25](=[O:31])[CH2:26][CH2:27][CH2:28][CH:29]=O)[CH2:23][CH:18]3[CH2:19][CH:20]([CH2:22][CH:16]([CH2:17]3)[CH2:15]1)[CH2:21]2.C(O[BH-](OC(=O)C)OC(=O)C)(=O)C.[Na+], predict the reaction product. The product is: [C:14]12([NH:24][C:25](=[O:31])[CH2:26][CH2:27][CH2:28][CH2:29][N:4]([CH2:1][CH2:2][CH3:3])[CH:5]3[CH2:13][CH2:12][C:8]4[N:9]=[CH:10][S:11][C:7]=4[CH2:6]3)[CH2:23][CH:18]3[CH2:19][CH:20]([CH2:22][CH:16]([CH2:17]3)[CH2:15]1)[CH2:21]2. (6) The product is: [F:23][C:24]1[CH:25]=[C:26]([CH:29]=[CH:30][C:31]=1[O:32][CH3:33])[CH2:27][NH:28][C:19]([C:17]1[S:16][C:11]2[N:10]([C:9](=[O:22])[N:8]([CH2:1][C:2]3[CH:7]=[CH:6][CH:5]=[CH:4][CH:3]=3)[C:13](=[O:14])[C:12]=2[CH3:15])[CH:18]=1)=[O:21]. Given the reactants [CH2:1]([N:8]1[C:13](=[O:14])[C:12]([CH3:15])=[C:11]2[S:16][C:17]([C:19]([OH:21])=O)=[CH:18][N:10]2[C:9]1=[O:22])[C:2]1[CH:7]=[CH:6][CH:5]=[CH:4][CH:3]=1.[F:23][C:24]1[CH:25]=[C:26]([CH:29]=[CH:30][C:31]=1[O:32][CH3:33])[CH2:27][NH2:28].O.ON1C2C=CC=CC=2N=N1.Cl.CN(C)CCCN=C=NCC, predict the reaction product. (7) Given the reactants Cl[C:2]1[C:7]([Cl:8])=[CH:6][C:5]([C:9]([F:12])([F:11])[F:10])=[CH:4][N:3]=1.[C:13]1([CH:20]=[CH:19][C:17]([OH:18])=[CH:16][CH:15]=1)[OH:14], predict the reaction product. The product is: [Cl:8][C:7]1[C:2]([O:14][C:13]2[CH:20]=[CH:19][C:17]([OH:18])=[CH:16][CH:15]=2)=[N:3][CH:4]=[C:5]([C:9]([F:12])([F:11])[F:10])[CH:6]=1. (8) Given the reactants [C:1]1([NH2:8])[CH:6]=[CH:5][CH:4]=[CH:3][C:2]=1[NH2:7].[CH3:9]N(C)C(=O)C.C(O)CCC.OP(O)(O)=O, predict the reaction product. The product is: [N:7]1[C:2]2[CH:3]=[CH:4][CH:5]=[CH:6][C:1]=2[NH:8][CH:9]=1. (9) Given the reactants [CH3:1][C:2]1([CH3:12])[CH2:6][CH2:5][C:4](=[C:7]([C:10]#[N:11])[C:8]#[N:9])[CH2:3]1.[C:13](=[S:15])=[S:14].C(N(CC)CC)C.O, predict the reaction product. The product is: [NH2:11][C:10]1[S:15][C:13](=[S:14])[C:5]2[CH2:6][C:2]([CH3:12])([CH3:1])[CH2:3][C:4]=2[C:7]=1[C:8]#[N:9].